This data is from Reaction yield outcomes from USPTO patents with 853,638 reactions. The task is: Predict the reaction yield, written as a fraction of the theoretical maximum amount of product (1.0 means a 100% yield; for example, 0.34 means a 34% yield). (1) The yield is 0.410. The reactants are O.[OH-].[Li+].[Cl:4][C:5]1[N:10]=[C:9]([NH:11][C@H:12]([C:14]2[CH:19]=[CH:18][C:17]([F:20])=[CH:16][N:15]=2)[CH3:13])[C:8]([C:21]([O:23]CC)=[O:22])=[CH:7][N:6]=1. The catalyst is O.CO.O1CCCC1. The product is [Cl:4][C:5]1[N:10]=[C:9]([NH:11][C@H:12]([C:14]2[CH:19]=[CH:18][C:17]([F:20])=[CH:16][N:15]=2)[CH3:13])[C:8]([C:21]([OH:23])=[O:22])=[CH:7][N:6]=1. (2) The product is [F:15][C:12]([F:13])([F:14])[S:9]([O:8][C:18]1[CH:23]=[CH:22][C:21]([CH2:24][C@H:25]([NH:30][S:9]([C:12]([F:15])([F:14])[F:13])(=[O:10])=[O:8])[C:26]([O:28][CH3:29])=[O:27])=[CH:20][CH:19]=1)(=[O:10])=[O:11]. The yield is 0.490. The catalyst is ClCCl.O. The reactants are S([O:8][S:9]([C:12]([F:15])([F:14])[F:13])(=[O:11])=[O:10])(C(F)(F)F)(=O)=O.[Cl-].O[C:18]1[CH:23]=[CH:22][C:21]([CH2:24][C@H:25]([NH3+:30])[C:26]([O:28][CH3:29])=[O:27])=[CH:20][CH:19]=1.C(N(CC)CC)C.Cl.